This data is from Reaction yield outcomes from USPTO patents with 853,638 reactions. The task is: Predict the reaction yield, written as a fraction of the theoretical maximum amount of product (1.0 means a 100% yield; for example, 0.34 means a 34% yield). (1) The reactants are Br[C:2]1[CH:25]=[CH:24][C:5]2[C:6]3[N:10]([CH2:11][CH2:12][O:13][C:4]=2[CH:3]=1)[CH:9]=[C:8]([C:14]1[N:18]([CH:19]([CH3:21])[CH3:20])[N:17]=[C:16]([CH2:22][OH:23])[N:15]=1)[N:7]=3. The catalyst is [Pd]. The product is [N:7]1[C:8]([C:14]2[N:18]([CH:19]([CH3:20])[CH3:21])[N:17]=[C:16]([CH2:22][OH:23])[N:15]=2)=[CH:9][N:10]2[C:6]=1[C:5]1[CH:24]=[CH:25][CH:2]=[CH:3][C:4]=1[O:13][CH2:12][CH2:11]2. The yield is 0.240. (2) The reactants are [CH3:1][C:2]1([CH3:36])[CH2:35][O:34][C:5]2([CH2:33][CH2:32][C:8]3([O:13][C:12](=[O:14])[N:11]([C@H:15]([C:17]4[CH:22]=[CH:21][C:20](B5OC(C)(C)C(C)(C)O5)=[CH:19][CH:18]=4)[CH3:16])[CH2:10][CH2:9]3)[CH2:7][CH2:6]2)[O:4][CH2:3]1.[CH3:37][N:38]([CH3:48])[C:39]([C:41]1[CH:46]=[CH:45][C:44](Br)=[CH:43][N:42]=1)=[O:40]. No catalyst specified. The product is [CH3:37][N:38]([CH3:48])[C:39]([C:41]1[CH:46]=[CH:45][C:44]([C:20]2[CH:21]=[CH:22][C:17]([C@@H:15]([N:11]3[CH2:10][CH2:9][C:8]4([CH2:7][CH2:6][C:5]5([O:34][CH2:35][C:2]([CH3:36])([CH3:1])[CH2:3][O:4]5)[CH2:33][CH2:32]4)[O:13][C:12]3=[O:14])[CH3:16])=[CH:18][CH:19]=2)=[CH:43][N:42]=1)=[O:40]. The yield is 0.760. (3) The reactants are [Br:1][C:2]1[CH:7]=[CH:6][C:5]([C:8]2[NH:12][N:11]=[C:10]([C:13]([F:16])([F:15])[F:14])[CH:9]=2)=[CH:4][CH:3]=1.C(=O)([O-])[O-].[Cs+].[Cs+].[CH2:23]([O:25][C:26](=[O:29])[CH2:27]Br)[CH3:24]. The catalyst is C(#N)C. The product is [Br:1][C:2]1[CH:3]=[CH:4][C:5]([C:8]2[N:12]([CH2:27][C:26]([O:25][CH2:23][CH3:24])=[O:29])[N:11]=[C:10]([C:13]([F:14])([F:16])[F:15])[CH:9]=2)=[CH:6][CH:7]=1. The yield is 0.260. (4) The reactants are Cl[C:2]1[N:3]=[C:4]([NH:12][CH2:13][C:14]([CH3:16])=[CH2:15])[C:5]2[S:10][CH:9]=[C:8]([CH3:11])[C:6]=2[N:7]=1.[CH2:17]([NH2:20])[CH:18]=[CH2:19].C(=O)([O-])O.[Na+]. No catalyst specified. The product is [CH2:17]([NH:20][C:2]1[N:3]=[C:4]([NH:12][CH2:13][C:14]([CH3:16])=[CH2:15])[C:5]2[S:10][CH:9]=[C:8]([CH3:11])[C:6]=2[N:7]=1)[CH:18]=[CH2:19]. The yield is 0.327. (5) The reactants are C([N-][CH:5]([CH3:7])[CH3:6])(C)C.[Li+].[C:9]([O:14][CH2:15][CH3:16])(=[O:13])[CH:10]([CH3:12])[CH3:11].Br[CH2:18][C:19]1[CH:20]=[C:21]([CH:32]=[CH:33][CH:34]=1)[C:22]([C:24]1[CH:29]=[CH:28][CH:27]=[C:26]([CH2:30]Br)[CH:25]=1)=[O:23].[CH3:35][O:36][CH2:37][C:38]1C=CC=C(Br)C=1.CN1C(=[O:52])N(C)CCC1. The catalyst is C1COCC1. The product is [CH2:37]([O:36][C:35](=[O:52])[C:5]([CH3:6])([CH3:7])[CH2:18][C:19]1[CH:34]=[CH:33][CH:32]=[C:21]([C:22](=[O:23])[C:24]2[CH:29]=[CH:28][CH:27]=[C:26]([CH2:30][C:10]([C:9]([O:14][CH2:15][CH3:16])=[O:13])([CH3:12])[CH3:11])[CH:25]=2)[CH:20]=1)[CH3:38]. The yield is 0.900. (6) The reactants are [C:1](=O)([O-])[O-].[Li+].[Li+].[C:7]1([CH:15]=[CH:14][CH:13]=[C:11]([OH:12])[C:9]=1[OH:10])[OH:8].CI.O. The catalyst is CN(C)C=O. The product is [CH3:1][O:10][C:9]1[C:7]([OH:8])=[CH:15][CH:14]=[CH:13][C:11]=1[OH:12]. The yield is 0.340. (7) The reactants are [CH3:1][C:2]1[O:3][C:4]2[C:5](=[C:7]([C:11]([O:13][CH3:14])=[O:12])[CH:8]=[CH:9][CH:10]=2)[N:6]=1.[CH3:15][O:16][C:17]1[CH:18]=[C:19]([CH:22]=[CH:23][C:24]=1[O:25][CH3:26])[CH:20]=O.CC([O-])(C)C.[K+]. The catalyst is C1COCC1.CC(O)(C)C. The product is [CH3:15][O:16][C:17]1[CH:18]=[C:19]([CH:22]=[CH:23][C:24]=1[O:25][CH3:26])/[CH:20]=[CH:1]/[C:2]1[O:3][C:4]2[C:5](=[C:7]([C:11]([O:13][CH3:14])=[O:12])[CH:8]=[CH:9][CH:10]=2)[N:6]=1. The yield is 0.270. (8) The reactants are [C:1]([O:16][C@@H:17]([CH3:42])[C@H:18]([NH:31][C:32]([O:34][CH2:35][C:36]1[CH:41]=[CH:40][CH:39]=[CH:38][CH:37]=1)=[O:33])[C:19]([NH:21][CH2:22][CH2:23][CH:24](OCC)[O:25]CC)=[O:20])(=[O:15])[CH2:2][CH2:3][CH2:4][CH2:5][CH2:6][CH2:7][CH2:8][CH2:9][CH2:10][CH2:11][CH2:12][CH2:13][CH3:14].Cl.C(=O)(O)[O-].[Na+]. The catalyst is O1CCCC1. The product is [C:1]([O:16][C@@H:17]([CH3:42])[C@H:18]([NH:31][C:32]([O:34][CH2:35][C:36]1[CH:37]=[CH:38][CH:39]=[CH:40][CH:41]=1)=[O:33])[C:19](=[O:20])[NH:21][CH2:22][CH2:23][CH:24]=[O:25])(=[O:15])[CH2:2][CH2:3][CH2:4][CH2:5][CH2:6][CH2:7][CH2:8][CH2:9][CH2:10][CH2:11][CH2:12][CH2:13][CH3:14]. The yield is 0.750. (9) The catalyst is C(C1OC1)Cl.CCOCC.CCCCCC. The product is [O:35]1[CH2:36][CH:34]1[CH2:33][N:7]([C:1]1[CH:2]=[CH:3][CH:4]=[CH:5][CH:6]=1)[N:8]=[CH:9][C:10]1[CH:11]=[CH:12][C:13]2[N:14]([CH2:23][CH3:24])[C:15]3[C:20]([C:21]=2[CH:22]=1)=[CH:19][CH:18]=[CH:17][CH:16]=3. The reactants are [C:1]1([NH:7][N:8]=[CH:9][C:10]2[CH:11]=[CH:12][C:13]3[N:14]([CH2:23][CH3:24])[C:15]4[C:20]([C:21]=3[CH:22]=2)=[CH:19][CH:18]=[CH:17][CH:16]=4)[CH:6]=[CH:5][CH:4]=[CH:3][CH:2]=1.[OH-].[K+].C(=O)([O-])[O-].[K+].[K+].[CH3:33][C:34]([CH3:36])=[O:35]. The yield is 0.812.